This data is from Forward reaction prediction with 1.9M reactions from USPTO patents (1976-2016). The task is: Predict the product of the given reaction. (1) Given the reactants C([O:8][N:9]1[C:15](=[O:16])[N:14]2[CH2:17][C@H:10]1[CH2:11][CH2:12][C@H:13]2[C:18]([NH:20][NH:21][C:22]([C@@H:24]1[CH2:28][CH2:27][N:26]([C:29]([O:31][C:32]([CH3:35])([CH3:34])[CH3:33])=[O:30])[CH2:25]1)=[O:23])=[O:19])C1C=CC=CC=1.[H][H].CO.C(Cl)(Cl)Cl, predict the reaction product. The product is: [OH:8][N:9]1[C:15](=[O:16])[N:14]2[CH2:17][C@H:10]1[CH2:11][CH2:12][C@H:13]2[C:18]([NH:20][NH:21][C:22]([C@@H:24]1[CH2:28][CH2:27][N:26]([C:29]([O:31][C:32]([CH3:35])([CH3:34])[CH3:33])=[O:30])[CH2:25]1)=[O:23])=[O:19]. (2) The product is: [Cl:13][C:14]1[CH:19]=[CH:18][C:17]([S:20]([NH:1][C:2]2[S:3][CH:4]=[C:5]([CH2:7][C:8]([O:10][CH2:11][CH3:12])=[O:9])[N:6]=2)(=[O:22])=[O:21])=[C:16]([CH3:24])[CH:15]=1. Given the reactants [NH2:1][C:2]1[S:3][CH:4]=[C:5]([CH2:7][C:8]([O:10][CH2:11][CH3:12])=[O:9])[N:6]=1.[Cl:13][C:14]1[CH:19]=[CH:18][C:17]([S:20](Cl)(=[O:22])=[O:21])=[C:16]([CH3:24])[CH:15]=1, predict the reaction product. (3) Given the reactants Br[C:2]1[CH:7]=[CH:6][C:5]([C:8]2[CH:13]=[CH:12][C:11]([Br:14])=[CH:10][CH:9]=2)=[CH:4][CH:3]=1.[NH:15]1[CH:19]=[CH:18][CH:17]=[N:16]1.C(=O)([O-])[O-].[Cs+].[Cs+], predict the reaction product. The product is: [Br:14][C:11]1[CH:12]=[CH:13][C:8]([C:5]2[CH:6]=[CH:7][C:2]([N:15]3[CH:19]=[CH:18][CH:17]=[N:16]3)=[CH:3][CH:4]=2)=[CH:9][CH:10]=1. (4) Given the reactants [N:1]1[CH:6]=[CH:5][CH:4]=[CH:3][C:2]=1[C:7]([OH:9])=O.[C:10]([C:14]1[N:19]=[C:18]([N:20]2[CH2:25][CH2:24][N:23]([CH2:26][CH2:27][CH2:28][CH2:29][NH2:30])[CH2:22][CH2:21]2)[CH:17]=[C:16]([CH:31]2[CH2:34][CH2:33][CH2:32]2)[N:15]=1)([CH3:13])([CH3:12])[CH3:11].C(N(C(C)C)CC)(C)C.OC1C2N=NNC=2C=CC=1.[ClH:54].C(N=C=NCCCN(C)C)C, predict the reaction product. The product is: [ClH:54].[C:10]([C:14]1[N:19]=[C:18]([N:20]2[CH2:21][CH2:22][N:23]([CH2:26][CH2:27][CH2:28][CH2:29][NH:30][C:7]([C:2]3[CH:3]=[CH:4][CH:5]=[CH:6][N:1]=3)=[O:9])[CH2:24][CH2:25]2)[CH:17]=[C:16]([CH:31]2[CH2:34][CH2:33][CH2:32]2)[N:15]=1)([CH3:13])([CH3:11])[CH3:12]. (5) Given the reactants [O:1]1[CH2:6][CH2:5][O:4][C:3]2[CH:7]=[C:8]([OH:11])[CH:9]=[CH:10][C:2]1=2.BrC1C=C(O)C=CC=1.[CH3:20][O:21][C:22]1[CH:30]=[CH:29][C:28]([O:31][CH3:32])=[C:27]2[C:23]=1[C:24](=[O:41])[C:25](=[O:40])[N:26]2[CH2:33][CH2:34][O:35][CH2:36][CH2:37][O:38][CH3:39].FC(F)(F)C1OC(CN2C3C(=CC=CC=3)C(=O)C2=O)=CC=1, predict the reaction product. The product is: [OH:41][C:24]1([C:9]2[C:8]([OH:11])=[CH:7][C:3]3[O:4][CH2:5][CH2:6][O:1][C:2]=3[CH:10]=2)[C:23]2[C:27](=[C:28]([O:31][CH3:32])[CH:29]=[CH:30][C:22]=2[O:21][CH3:20])[N:26]([CH2:33][CH2:34][O:35][CH2:36][CH2:37][O:38][CH3:39])[C:25]1=[O:40]. (6) The product is: [CH3:1][O:2][C:3]1[C:8]([C:9]([N:31]([O:30][CH3:26])[CH3:32])=[O:11])=[CH:7][N:6]=[C:5]([O:12][CH3:13])[CH:4]=1. Given the reactants [CH3:1][O:2][C:3]1[C:8]([C:9]([OH:11])=O)=[CH:7][N:6]=[C:5]([O:12][CH3:13])[CH:4]=1.CCN(C(C)C)C(C)C.CN([C:26]([O:30][N:31]1N=NC2C=CC=N[C:32]1=2)=[N+](C)C)C.F[P-](F)(F)(F)(F)F.Cl.CONC, predict the reaction product. (7) Given the reactants [O:1]=[C:2]1[CH2:7][CH2:6][CH2:5][CH2:4][CH:3]1[C:8]([O:10]CC)=[O:9], predict the reaction product. The product is: [O:1]=[C:2]1[CH2:7][CH2:6][CH2:5][CH2:4][CH:3]1[C:8]([OH:10])=[O:9].